From a dataset of Forward reaction prediction with 1.9M reactions from USPTO patents (1976-2016). Predict the product of the given reaction. (1) The product is: [CH2:33]([N:17]1[CH:16]([CH2:15][CH2:14][O:13][C:10]2[CH:11]=[CH:12][C:7]([CH2:6][C:5]([CH3:42])([O:35][C:36]3[CH:41]=[CH:40][CH:39]=[CH:38][CH:37]=3)[C:4]([OH:43])=[O:3])=[CH:8][CH:9]=2)[CH2:20][N:19]([CH2:21][C:22]2[CH:27]=[CH:26][C:25]([C:28]([F:29])([F:31])[F:30])=[CH:24][CH:23]=2)[C:18]1=[O:32])[CH3:34]. Given the reactants C([O:3][C:4](=[O:43])[C:5]([CH3:42])([O:35][C:36]1[CH:41]=[CH:40][CH:39]=[CH:38][CH:37]=1)[CH2:6][C:7]1[CH:12]=[CH:11][C:10]([O:13][CH2:14][CH2:15][CH:16]2[CH2:20][N:19]([CH2:21][C:22]3[CH:27]=[CH:26][C:25]([C:28]([F:31])([F:30])[F:29])=[CH:24][CH:23]=3)[C:18](=[O:32])[N:17]2[CH2:33][CH3:34])=[CH:9][CH:8]=1)C.[OH-].[Na+], predict the reaction product. (2) Given the reactants [CH3:1][N:2]1[C:10]2[C:5](=[CH:6][C:7]([OH:11])=[CH:8][CH:9]=2)[C:4]([C:12]2[N:20]([S:21]([C:24]3[CH:29]=[CH:28][C:27]([CH3:30])=[CH:26][CH:25]=3)(=[O:23])=[O:22])[C:15]3=[N:16][CH:17]=[CH:18][CH:19]=[C:14]3[CH:13]=2)=[CH:3]1.[CH3:31][C:32](C)([O-])[CH3:33].[K+].C(Br)C=C.O, predict the reaction product. The product is: [CH2:33]([O:11][C:7]1[CH:6]=[C:5]2[C:10](=[CH:9][CH:8]=1)[N:2]([CH3:1])[CH:3]=[C:4]2[C:12]1[N:20]([S:21]([C:24]2[CH:29]=[CH:28][C:27]([CH3:30])=[CH:26][CH:25]=2)(=[O:23])=[O:22])[C:15]2=[N:16][CH:17]=[CH:18][CH:19]=[C:14]2[CH:13]=1)[CH:32]=[CH2:31]. (3) Given the reactants [CH2:1]([C:3]1[CH:12]=[C:11]([C:13]([F:16])([F:15])[F:14])[C:10]2[C:9](=[O:17])[NH:8][C@H:7]3[CH2:18][N:19](C(OC(C)(C)C)=O)[CH2:20][C@@H:6]3[C:5]=2[CH:4]=1)[CH3:2].[ClH:28], predict the reaction product. The product is: [ClH:28].[CH2:1]([C:3]1[CH:12]=[C:11]([C:13]([F:14])([F:15])[F:16])[C:10]2[C:9](=[O:17])[NH:8][C@H:7]3[CH2:18][NH:19][CH2:20][C@@H:6]3[C:5]=2[CH:4]=1)[CH3:2]. (4) Given the reactants Cl[C:2]1[N:10]=[C:9]([Cl:11])[C:8]([Cl:12])=[CH:7][C:3]=1[C:4]([NH2:6])=[O:5].[OH:13][CH2:14][CH2:15][CH2:16][C:17]1([OH:20])[CH2:19][CH2:18]1.C(O[K])(C)(C)C.O, predict the reaction product. The product is: [Cl:12][C:8]1[C:9]([Cl:11])=[N:10][C:2]([O:13][CH2:14][CH2:15][CH2:16][C:17]2([OH:20])[CH2:19][CH2:18]2)=[C:3]([CH:7]=1)[C:4]([NH2:6])=[O:5]. (5) Given the reactants I[CH2:2][O:3][C:4]([O:6][CH2:7][C:8]([O:10][CH2:11][C:12]1[CH:17]=[CH:16][CH:15]=[CH:14][CH:13]=1)=[O:9])=[O:5].[Na].[F:19][C:20]1[CH:25]=[C:24]([F:26])[CH:23]=[CH:22][C:21]=1[CH2:27][NH:28][C:29]([C:31]1[C:32](=[O:47])[C:33]([OH:46])=[C:34]2[C:39](=[O:40])[N:38]3[C@@H:41]([CH3:44])[CH2:42][O:43][C@@H:37]3[CH2:36][N:35]2[CH:45]=1)=[O:30].C(=O)([O-])[O-], predict the reaction product. The product is: [F:19][C:20]1[CH:25]=[C:24]([F:26])[CH:23]=[CH:22][C:21]=1[CH2:27][NH:28][C:29]([C:31]1[C:32](=[O:47])[C:33]([O:46][CH2:2][O:3][C:4]([O:6][CH2:7][C:8]([O:10][CH2:11][C:12]2[CH:17]=[CH:16][CH:15]=[CH:14][CH:13]=2)=[O:9])=[O:5])=[C:34]2[C:39](=[O:40])[N:38]3[C@@H:41]([CH3:44])[CH2:42][O:43][C@@H:37]3[CH2:36][N:35]2[CH:45]=1)=[O:30]. (6) Given the reactants [CH3:1][O:2][C:3]([C:5]1[S:6][C:7]([C:10](=[O:21])[NH:11][C@@H:12]([C:14]2[CH:19]=[CH:18][C:17](Br)=[CH:16][CH:15]=2)[CH3:13])=[CH:8][CH:9]=1)=[O:4].[S:22]1[CH:26]=[CH:25][CH:24]=[C:23]1B(O)O.C([O-])([O-])=O.[Cs+].[Cs+], predict the reaction product. The product is: [CH3:1][O:2][C:3]([C:5]1[S:6][C:7]([C:10](=[O:21])[NH:11][C@@H:12]([C:14]2[CH:19]=[CH:18][C:17]([C:23]3[S:22][CH:26]=[CH:25][CH:24]=3)=[CH:16][CH:15]=2)[CH3:13])=[CH:8][CH:9]=1)=[O:4]. (7) Given the reactants [NH:1]1[CH2:6][CH2:5][CH:4]([C:7]2[CH:8]=[C:9]([CH:19]=[CH:20][CH:21]=2)[CH2:10][NH:11][C:12](=[O:18])[O:13][C:14]([CH3:17])([CH3:16])[CH3:15])[CH2:3][CH2:2]1.[OH:22][C:23]1[CH:24]=[C:25]([CH:29]=[CH:30][C:31]=1[OH:32])[C:26](O)=[O:27].CCN=C=NCCCN(C)C.C1C=CC2N(O)N=NC=2C=1.CCN(C(C)C)C(C)C, predict the reaction product. The product is: [OH:22][C:23]1[CH:24]=[C:25]([CH:29]=[CH:30][C:31]=1[OH:32])[C:26]([N:1]1[CH2:6][CH2:5][CH:4]([C:7]2[CH:8]=[C:9]([CH:19]=[CH:20][CH:21]=2)[CH2:10][NH:11][C:12](=[O:18])[O:13][C:14]([CH3:17])([CH3:15])[CH3:16])[CH2:3][CH2:2]1)=[O:27]. (8) Given the reactants [Cl:1][C:2]1[CH:11]=[C:10]2[C:5]([CH2:6][CH2:7][N:8]([C:45]([O:47][C:48]([CH3:51])([CH3:50])[CH3:49])=[O:46])[C@H:9]2[C:12]2[CH:16]=[C:15]([C:17]([C:19]3[C:20]([NH:25][C@H:26]4[CH2:30][C@H:29]([O:31][Si](C(C)C)(C(C)C)C(C)C)[C@@H:28]([CH2:42][OH:43])[CH2:27]4)=[N:21][CH:22]=[N:23][CH:24]=3)=[O:18])[S:14][C:13]=2[CH3:44])=[CH:4][CH:3]=1.CN(C=O)C.[S:57](Cl)(=[O:60])(=[O:59])[NH2:58], predict the reaction product. The product is: [Cl:1][C:2]1[CH:11]=[C:10]2[C:5]([CH2:6][CH2:7][N:8]([C:45]([O:47][C:48]([CH3:51])([CH3:50])[CH3:49])=[O:46])[C@H:9]2[C:12]2[CH:16]=[C:15]([C:17]([C:19]3[C:20]([NH:25][C@@H:26]4[CH2:27][C@H:28]([CH2:42][O:43][S:57](=[O:60])(=[O:59])[NH2:58])[C@@H:29]([OH:31])[CH2:30]4)=[N:21][CH:22]=[N:23][CH:24]=3)=[O:18])[S:14][C:13]=2[CH3:44])=[CH:4][CH:3]=1. (9) Given the reactants [CH:1]1([NH:4][NH2:5])[CH2:3][CH2:2]1.[F:6][C:7]([F:19])([F:18])[C:8](=O)[CH2:9][C:10](=O)[C:11]([O:13][CH2:14][CH3:15])=[O:12], predict the reaction product. The product is: [CH:1]1([N:4]2[C:8]([C:7]([F:6])([F:18])[F:19])=[CH:9][C:10]([C:11]([O:13][CH2:14][CH3:15])=[O:12])=[N:5]2)[CH2:3][CH2:2]1. (10) Given the reactants [CH:1]1([C:7]([C:9]2[NH:10][CH:11]=[CH:12][CH:13]=2)=[O:8])[CH2:6][CH2:5][CH2:4][CH2:3][CH2:2]1.[H-].[Na+].[CH3:16]I, predict the reaction product. The product is: [CH:1]1([C:7]([C:9]2[N:10]([CH3:16])[CH:11]=[CH:12][CH:13]=2)=[O:8])[CH2:2][CH2:3][CH2:4][CH2:5][CH2:6]1.